This data is from Forward reaction prediction with 1.9M reactions from USPTO patents (1976-2016). The task is: Predict the product of the given reaction. (1) Given the reactants [Br:1][C:2]1[CH:3]=[CH:4][C:5]([CH3:16])=[C:6]([C:8]2[CH:13]=[C:12](Cl)[N:11]=[C:10]([NH2:15])[N:9]=2)[CH:7]=1.[F:17][C:18]([F:27])([F:26])[C:19]1[CH:24]=[CH:23][C:22]([NH2:25])=[CH:21][CH:20]=1, predict the reaction product. The product is: [Br:1][C:2]1[CH:3]=[CH:4][C:5]([CH3:16])=[C:6]([C:8]2[N:9]=[C:10]([NH2:15])[N:11]=[C:12]([NH:25][C:22]3[CH:23]=[CH:24][C:19]([C:18]([F:17])([F:26])[F:27])=[CH:20][CH:21]=3)[CH:13]=2)[CH:7]=1. (2) Given the reactants [CH2:1]([O:3][CH:4]([O:6][C:7]1[CH:12]=[CH:11][CH:10]=[C:9]([O:13][CH3:14])[CH:8]=1)[CH3:5])[CH3:2].C([Li])CCC.Br[CH2:21][C:22]([O:24][CH2:25][CH3:26])=[O:23].C(N(CC)C(C)C)(C)C, predict the reaction product. The product is: [CH2:1]([O:3][CH:4]([O:6][C:7]1[CH:12]=[CH:11][CH:10]=[C:9]([O:13][CH3:14])[C:8]=1[CH2:21][C:22]([O:24][CH2:25][CH3:26])=[O:23])[CH3:5])[CH3:2]. (3) Given the reactants [Br:1][C:2]1[CH:3]=[CH:4][C:5]([O:22][CH3:23])=[C:6]([S:8]([NH:11][C:12]2[CH:17]=[CH:16][C:15]([F:18])=[CH:14][C:13]=2[N+:19]([O-])=O)(=[O:10])=[O:9])[CH:7]=1.[Sn](Cl)Cl.[OH-].[Na+], predict the reaction product. The product is: [Br:1][C:2]1[CH:3]=[CH:4][C:5]([O:22][CH3:23])=[C:6]([S:8]([NH:11][C:12]2[CH:17]=[CH:16][C:15]([F:18])=[CH:14][C:13]=2[NH2:19])(=[O:10])=[O:9])[CH:7]=1. (4) The product is: [Br:1][C:2]1[CH:7]=[CH:6][C:5]([NH:8][C:9]2[CH:10]=[CH:11][C:12]([C:15](=[N:23][OH:24])[CH3:16])=[N:13][CH:14]=2)=[C:4]([C:18]([F:21])([F:20])[F:19])[CH:3]=1. Given the reactants [Br:1][C:2]1[CH:7]=[CH:6][C:5]([NH:8][C:9]2[CH:10]=[CH:11][C:12]([C:15](=O)[CH3:16])=[N:13][CH:14]=2)=[C:4]([C:18]([F:21])([F:20])[F:19])[CH:3]=1.Cl.[NH2:23][OH:24].C(N(CC)CC)C, predict the reaction product. (5) Given the reactants [CH2:1]=[CH:2][C:3](=[CH2:5])[CH3:4].[CH:6]([CH:8]=[CH2:9])=[O:7], predict the reaction product. The product is: [CH3:5][C:3]1[CH2:4][CH2:9][CH:8]([CH2:6][OH:7])[CH2:1][CH:2]=1. (6) Given the reactants [Si:1]([O:8][CH2:9][CH2:10][CH2:11][N:12]1[C:21](=[O:22])[C:20]2[C:15](=[CH:16][CH:17]=[C:18]([O:23][C:24]([F:27])([F:26])[F:25])[CH:19]=2)[N:14]([CH3:28])[C:13]1=[O:29])([C:4]([CH3:7])([CH3:6])[CH3:5])([CH3:3])[CH3:2].[Li+].CC([N-]C(C)C)C.[CH:38](=[O:45])[C:39]1[CH:44]=[CH:43][CH:42]=[CH:41][CH:40]=1, predict the reaction product. The product is: [Si:1]([O:8][CH2:9][CH2:10][CH2:11][N:12]1[C:21](=[O:22])[C:20]2[C:15](=[CH:16][CH:17]=[C:18]([O:23][C:24]([F:26])([F:27])[F:25])[C:19]=2[CH:38]([OH:45])[C:39]2[CH:44]=[CH:43][CH:42]=[CH:41][CH:40]=2)[N:14]([CH3:28])[C:13]1=[O:29])([C:4]([CH3:6])([CH3:7])[CH3:5])([CH3:3])[CH3:2]. (7) Given the reactants [CH3:1][O:2][C:3](=[O:60])[NH:4][C@H:5]([C:9]([N:11]1[CH2:15][CH2:14][CH2:13][C@H:12]1[C:16]1[NH:17][CH:18]=[C:19]([C:21]2[CH:26]=[CH:25][C:24]([C:27]3[CH:32]=[CH:31][C:30]([C:33](=O)[CH2:34][NH:35][C:36]([CH:38]4[CH2:42][C:41]5(CCOCC5)[CH2:40][N:39]4[C:48](=[O:58])[C@@H:49]([NH:53][C:54]([O:56][CH3:57])=[O:55])[CH:50]([CH3:52])[CH3:51])=O)=[CH:29][CH:28]=3)=[CH:23][CH:22]=2)[N:20]=1)=[O:10])[CH:6]([CH3:8])[CH3:7].C([O-])(=O)C.[NH4+:65].[O:66]1[CH2:71][CH2:70]O[CH2:68][CH2:67]1, predict the reaction product. The product is: [CH3:52][CH:50]([CH3:51])[C@H:49]([NH:53][C:54](=[O:55])[O:56][CH3:57])[C:48]([N:39]1[CH2:40][CH2:41][CH2:42][C@H:38]1[C:36]1[NH:35][CH:34]=[C:33]([C:30]2[CH:31]=[CH:32][C:27]([C:24]3[CH:23]=[CH:22][C:21]([C:19]4[N:20]=[C:16]([CH:12]5[CH2:13][C:14]6([CH2:70][CH2:71][O:66][CH2:67][CH2:68]6)[CH2:15][N:11]5[C:9](=[O:10])[C@@H:5]([NH:4][C:3]([O:2][CH3:1])=[O:60])[CH:6]([CH3:7])[CH3:8])[NH:17][CH:18]=4)=[CH:26][CH:25]=3)=[CH:28][CH:29]=2)[N:65]=1)=[O:58].